From a dataset of Experimentally validated miRNA-target interactions with 360,000+ pairs, plus equal number of negative samples. Binary Classification. Given a miRNA mature sequence and a target amino acid sequence, predict their likelihood of interaction. (1) The miRNA is cel-miR-53-5p with sequence CACCCGUACAUUUGUUUCCGUGCU. The protein sequence of the target gene is MPARAPRRLVQGPRGTWLLGSLWVWVLCGLGMAGSLGTPQPCQAPQQWEGRQVLYQQSSGHNNRALVSYDGLNQRVRVLDERKALIPCKRLFEYILLYKEGVMFQIEQATKQCAKIPLVESWDPLDIPQNSTFEDQYSIGGPQEQILVQEWSDRRTARSYETWIGVYTAKDCYPVQETFIRNYTVVMSTRFFDVQLGIKDPSVFTPPSTCQAAQPEKMSDGCSL. Result: 0 (no interaction). (2) The miRNA is hsa-miR-1908-5p with sequence CGGCGGGGACGGCGAUUGGUC. The protein sequence of the target gene is MADEATRRVVSEIPVLKTNAGPRDRELWVQRLKEEYQSLIRYVENNKNADNDWFRLESNKEGTRWFGKCWYIHDLLKYEFDIEFDIPITYPTTAPEIAVPELDGKTAKMYRGGKICLTDHFKPLWARNVPKFGLAHLMALGLGPWLAVEIPDLIQKGVIQHKEKCNQ. Result: 0 (no interaction).